Task: Regression/Classification. Given a drug SMILES string, predict its absorption, distribution, metabolism, or excretion properties. Task type varies by dataset: regression for continuous measurements (e.g., permeability, clearance, half-life) or binary classification for categorical outcomes (e.g., BBB penetration, CYP inhibition). Dataset: rlm.. Dataset: Rat liver microsome stability data The compound is CC1CCC(NC(=O)c2ccc3c(c2)N(Cc2ccccc2F)C(=O)c2ccccc2S3)CC1. The result is 1 (stable in rat liver microsomes).